The task is: Predict the product of the given reaction.. This data is from Forward reaction prediction with 1.9M reactions from USPTO patents (1976-2016). (1) Given the reactants Br[C:2]1[CH:3]=[C:4]2[C:8](=[CH:9][C:10]=1[F:11])[NH:7][CH:6]=[C:5]2[CH:12]=[O:13].CC1(C)C(C)(C)OB([C:22]2[CH:27]=[CH:26][C:25]([C:28]3([OH:32])[CH2:31][CH2:30][CH2:29]3)=[CH:24][CH:23]=2)O1.C(=O)([O-])[O-].[K+].[K+].[NH4+].[Cl-], predict the reaction product. The product is: [F:11][C:10]1[CH:9]=[C:8]2[C:4]([C:5]([CH:12]=[O:13])=[CH:6][NH:7]2)=[CH:3][C:2]=1[C:22]1[CH:27]=[CH:26][C:25]([C:28]2([OH:32])[CH2:31][CH2:30][CH2:29]2)=[CH:24][CH:23]=1. (2) Given the reactants [Cl:1][C:2]1[CH:9]=[CH:8][C:5]([CH:6]=O)=[C:4]([N+:10]([O-:12])=[O:11])[CH:3]=1.[F:13][C:14]1[C:15]([CH2:20][O:21][C:22]2[CH:23]=[CH:24][C:25]([CH3:29])=[C:26]([CH:28]=2)[NH2:27])=[N:16][CH:17]=[CH:18][CH:19]=1.C1(C)C=CC=CC=1.[BH4-].[Na+], predict the reaction product. The product is: [Cl:1][C:2]1[CH:9]=[CH:8][C:5]([CH2:6][NH:27][C:26]2[CH:28]=[C:22]([O:21][CH2:20][C:15]3[C:14]([F:13])=[CH:19][CH:18]=[CH:17][N:16]=3)[CH:23]=[CH:24][C:25]=2[CH3:29])=[C:4]([N+:10]([O-:12])=[O:11])[CH:3]=1. (3) Given the reactants Cl[CH2:2][CH2:3][CH2:4][O:5][C:6]1[CH:11]=[C:10]([CH2:12][NH:13][C:14](=[O:20])[O:15][C:16]([CH3:19])([CH3:18])[CH3:17])[CH:9]=[CH:8][C:7]=1[C:21]1[CH:26]=[CH:25][CH:24]=[CH:23][CH:22]=1.[NH:27]1[CH2:32][CH2:31][CH:30]([OH:33])[CH2:29][CH2:28]1, predict the reaction product. The product is: [OH:33][CH:30]1[CH2:31][CH2:32][N:27]([CH2:2][CH2:3][CH2:4][O:5][C:6]2[CH:11]=[C:10]([CH2:12][NH:13][C:14](=[O:20])[O:15][C:16]([CH3:19])([CH3:18])[CH3:17])[CH:9]=[CH:8][C:7]=2[C:21]2[CH:26]=[CH:25][CH:24]=[CH:23][CH:22]=2)[CH2:28][CH2:29]1. (4) Given the reactants [NH2:1][C:2]1[CH:11]=[C:10]2[C:5]([CH2:6][CH2:7][CH:8]([C:12]([O:14][CH3:15])=[O:13])[CH2:9]2)=[CH:4][CH:3]=1.Cl.N1C=CC=CC=1.[C:23]1([S:29](Cl)(=[O:31])=[O:30])[CH:28]=[CH:27][CH:26]=[CH:25][CH:24]=1, predict the reaction product. The product is: [C:23]1([S:29]([NH:1][C:2]2[CH:11]=[C:10]3[C:5]([CH2:6][CH2:7][CH:8]([C:12]([O:14][CH3:15])=[O:13])[CH2:9]3)=[CH:4][CH:3]=2)(=[O:31])=[O:30])[CH:28]=[CH:27][CH:26]=[CH:25][CH:24]=1. (5) Given the reactants [CH3:1][O:2][C:3]1[CH:4]=[C:5]([CH:7]=[CH:8][C:9]=1[O:10][CH3:11])[NH2:6].[F:12][C:13]1[CH:14]=[C:15]([S:27](Cl)(=[O:29])=[O:28])[CH:16]=[C:17]([N+:24]([O-:26])=[O:25])[C:18]=1[O:19][C:20]([F:23])([F:22])[F:21], predict the reaction product. The product is: [CH3:1][O:2][C:3]1[CH:4]=[C:5]([NH:6][S:27]([C:15]2[CH:16]=[C:17]([N+:24]([O-:26])=[O:25])[C:18]([O:19][C:20]([F:21])([F:22])[F:23])=[C:13]([F:12])[CH:14]=2)(=[O:29])=[O:28])[CH:7]=[CH:8][C:9]=1[O:10][CH3:11]. (6) The product is: [CH2:13]([O:15][C:16]([C:18]1[NH:19][C:20]2[C:25]([CH:26]=1)=[C:24]([O:27][CH2:41][CH:46]1[CH2:42][CH2:43][CH2:44][CH2:45]1)[CH:23]=[CH:22][CH:21]=2)=[O:17])[CH3:14]. Given the reactants CCOC(/N=N/C(OCC)=O)=O.[CH2:13]([O:15][C:16]([C:18]1[NH:19][C:20]2[C:25]([CH:26]=1)=[C:24]([OH:27])[CH:23]=[CH:22][CH:21]=2)=[O:17])[CH3:14].[C:41]1(P([C:41]2[CH:46]=[CH:45][CH:44]=[CH:43][CH:42]=2)[C:41]2[CH:46]=[CH:45][CH:44]=[CH:43][CH:42]=2)[CH:46]=[CH:45][CH:44]=[CH:43][CH:42]=1.C1(CO)CCCC1, predict the reaction product. (7) Given the reactants FC1C=C(C2C=NC=C3C=2N=C(C(OCC)=O)C=C3)C=CC=1O.[OH:24][CH2:25][CH2:26][O:27][C:28]1[CH:40]=[CH:39][C:31]([C:32]([O:34][C:35]([CH3:38])([CH3:37])[CH3:36])=[O:33])=[CH:30][CH:29]=1.[F:41][C:42]1[CH:43]=[C:44]([C:64]2[CH:65]=[N:66][CH:67]=[C:68]3[C:73]=2[N:72]=[C:71]([C:74]([NH2:76])=[O:75])[CH:70]=[CH:69]3)[CH:45]=[CH:46][C:47]=1OCCOCCOCCOC1CCCCO1.Cl.O1CCOCC1, predict the reaction product. The product is: [C:74]([C:71]1[CH:70]=[CH:69][C:68]2[C:73](=[C:64]([C:44]3[CH:45]=[CH:46][C:47]([O:24][CH2:25][CH2:26][O:27][C:28]4[CH:40]=[CH:39][C:31]([C:32]([O:34][C:35]([CH3:36])([CH3:37])[CH3:38])=[O:33])=[CH:30][CH:29]=4)=[C:42]([F:41])[CH:43]=3)[CH:65]=[N:66][CH:67]=2)[N:72]=1)(=[O:75])[NH2:76].